From a dataset of NCI-60 drug combinations with 297,098 pairs across 59 cell lines. Regression. Given two drug SMILES strings and cell line genomic features, predict the synergy score measuring deviation from expected non-interaction effect. (1) Drug 1: CCCS(=O)(=O)NC1=C(C(=C(C=C1)F)C(=O)C2=CNC3=C2C=C(C=N3)C4=CC=C(C=C4)Cl)F. Drug 2: C1=CN(C(=O)N=C1N)C2C(C(C(O2)CO)O)O.Cl. Cell line: A498. Synergy scores: CSS=24.8, Synergy_ZIP=-3.44, Synergy_Bliss=6.51, Synergy_Loewe=-18.6, Synergy_HSA=6.90. (2) Drug 1: CC1C(C(=O)NC(C(=O)N2CCCC2C(=O)N(CC(=O)N(C(C(=O)O1)C(C)C)C)C)C(C)C)NC(=O)C3=C4C(=C(C=C3)C)OC5=C(C(=O)C(=C(C5=N4)C(=O)NC6C(OC(=O)C(N(C(=O)CN(C(=O)C7CCCN7C(=O)C(NC6=O)C(C)C)C)C)C(C)C)C)N)C. Drug 2: CCC1(CC2CC(C3=C(CCN(C2)C1)C4=CC=CC=C4N3)(C5=C(C=C6C(=C5)C78CCN9C7C(C=CC9)(C(C(C8N6C=O)(C(=O)OC)O)OC(=O)C)CC)OC)C(=O)OC)O.OS(=O)(=O)O. Cell line: SN12C. Synergy scores: CSS=5.35, Synergy_ZIP=-1.41, Synergy_Bliss=2.19, Synergy_Loewe=2.10, Synergy_HSA=2.39. (3) Drug 1: CCC1(CC2CC(C3=C(CCN(C2)C1)C4=CC=CC=C4N3)(C5=C(C=C6C(=C5)C78CCN9C7C(C=CC9)(C(C(C8N6C=O)(C(=O)OC)O)OC(=O)C)CC)OC)C(=O)OC)O.OS(=O)(=O)O. Drug 2: CCC(=C(C1=CC=CC=C1)C2=CC=C(C=C2)OCCN(C)C)C3=CC=CC=C3.C(C(=O)O)C(CC(=O)O)(C(=O)O)O. Cell line: SF-268. Synergy scores: CSS=17.7, Synergy_ZIP=11.3, Synergy_Bliss=14.9, Synergy_Loewe=2.19, Synergy_HSA=11.2. (4) Drug 1: CC1=C(C(CCC1)(C)C)C=CC(=CC=CC(=CC(=O)O)C)C. Drug 2: B(C(CC(C)C)NC(=O)C(CC1=CC=CC=C1)NC(=O)C2=NC=CN=C2)(O)O. Cell line: UACC-257. Synergy scores: CSS=38.1, Synergy_ZIP=-0.892, Synergy_Bliss=0.00763, Synergy_Loewe=1.75, Synergy_HSA=1.80. (5) Drug 1: CNC(=O)C1=CC=CC=C1SC2=CC3=C(C=C2)C(=NN3)C=CC4=CC=CC=N4. Drug 2: C1CNP(=O)(OC1)N(CCCl)CCCl. Cell line: OVCAR-4. Synergy scores: CSS=-0.345, Synergy_ZIP=0.0216, Synergy_Bliss=-2.94, Synergy_Loewe=-8.20, Synergy_HSA=-4.84. (6) Drug 1: C1CN1C2=NC(=NC(=N2)N3CC3)N4CC4. Drug 2: CC1OCC2C(O1)C(C(C(O2)OC3C4COC(=O)C4C(C5=CC6=C(C=C35)OCO6)C7=CC(=C(C(=C7)OC)O)OC)O)O. Cell line: K-562. Synergy scores: CSS=43.2, Synergy_ZIP=-0.918, Synergy_Bliss=0.462, Synergy_Loewe=-3.10, Synergy_HSA=3.03.